Dataset: Forward reaction prediction with 1.9M reactions from USPTO patents (1976-2016). Task: Predict the product of the given reaction. Given the reactants [OH:1][NH:2][C:3](=[NH:22])[C:4]1[C:14]2[CH2:13][CH2:12][N:11]([C:15]([O:17][C:18]([CH3:21])([CH3:20])[CH3:19])=[O:16])[CH2:10][CH2:9][C:8]=2[CH:7]=[CH:6][CH:5]=1.[H-].[Na+].[Cl:25][C:26]1[CH:27]=[C:28]([CH:33]=[CH:34][C:35]=1[O:36][CH:37]([CH3:39])[CH3:38])[C:29](OC)=O, predict the reaction product. The product is: [Cl:25][C:26]1[CH:27]=[C:28]([C:29]2[O:1][N:2]=[C:3]([C:4]3[C:14]4[CH2:13][CH2:12][N:11]([C:15]([O:17][C:18]([CH3:19])([CH3:21])[CH3:20])=[O:16])[CH2:10][CH2:9][C:8]=4[CH:7]=[CH:6][CH:5]=3)[N:22]=2)[CH:33]=[CH:34][C:35]=1[O:36][CH:37]([CH3:38])[CH3:39].